From a dataset of Full USPTO retrosynthesis dataset with 1.9M reactions from patents (1976-2016). Predict the reactants needed to synthesize the given product. (1) Given the product [CH3:29][C:30]1[N:35]=[C:34]([C:36]([N:6]2[CH2:7][C@@H:2]([CH3:1])[CH2:3][CH2:4][C@H:5]2[CH2:8][O:9][C:10]2[CH:15]=[CH:14][C:13]([C:16]([F:19])([F:17])[F:18])=[CH:12][N:11]=2)=[O:37])[C:33]([C:39]2[N:44]=[CH:43][CH:42]=[CH:41][N:40]=2)=[CH:32][CH:31]=1, predict the reactants needed to synthesize it. The reactants are: [CH3:1][C@@H:2]1[CH2:7][NH:6][C@H:5]([CH2:8][O:9][C:10]2[CH:15]=[CH:14][C:13]([C:16]([F:19])([F:18])[F:17])=[CH:12][N:11]=2)[CH2:4][CH2:3]1.CCN(C(C)C)C(C)C.[CH3:29][C:30]1[N:35]=[C:34]([C:36](O)=[O:37])[C:33]([C:39]2[N:44]=[CH:43][CH:42]=[CH:41][N:40]=2)=[CH:32][CH:31]=1.CN(C(ON1N=NC2C=CC=CC1=2)=[N+](C)C)C.[B-](F)(F)(F)F.C([O-])(O)=O.[Na+]. (2) Given the product [NH2:6][C:16]1[CH:15]=[CH:14][CH:19]=[C:18]2[C:17]=1[CH2:13][CH:12]([OH:11])[CH2:4][CH2:1]2, predict the reactants needed to synthesize it. The reactants are: [C:1](O)([CH3:4])(C)C.[NH3:6].[Na].C([O:11][CH2:12][CH3:13])(=O)C.[CH3:14][CH2:15][CH2:16][CH2:17][CH2:18][CH3:19].